From a dataset of Forward reaction prediction with 1.9M reactions from USPTO patents (1976-2016). Predict the product of the given reaction. (1) Given the reactants [Br:1][C:2]1[CH:3]=[CH:4][C:5]([F:14])=[C:6]([CH:13]=1)[C:7](N(OC)C)=[O:8].[CH:15]1([Mg]Br)[CH2:17][CH2:16]1, predict the reaction product. The product is: [Br:1][C:2]1[CH:3]=[CH:4][C:5]([F:14])=[C:6]([C:7]([CH:15]2[CH2:17][CH2:16]2)=[O:8])[CH:13]=1. (2) Given the reactants [CH2:1]([O:8][C@H:9]1[C@H:15]([O:16][CH2:17][C:18]2[CH:23]=[CH:22][CH:21]=[CH:20][CH:19]=2)[C@@H:14]([O:24][CH2:25][C:26]2[CH:31]=[CH:30][CH:29]=[CH:28][CH:27]=2)[C@:13]2([C:33]3[CH:38]=[CH:37][C:36]([Cl:39])=[C:35]([CH2:40][C:41]4[CH:46]=[CH:45][C:44]([O:47][CH2:48][CH3:49])=[CH:43][CH:42]=4)[CH:34]=3)[O:32][C@@:10]1([CH:50]([OH:52])[CH3:51])[CH2:11][O:12]2)[C:2]1[CH:7]=[CH:6][CH:5]=[CH:4][CH:3]=1.Cl[C:54]([O:56][CH:57]([CH3:59])[CH3:58])=[O:55].C(N(CC)CC)C, predict the reaction product. The product is: [C:54](=[O:55])([O:52][CH:50]([C@:10]12[O:32][C@:13]([C:33]3[CH:38]=[CH:37][C:36]([Cl:39])=[C:35]([CH2:40][C:41]4[CH:42]=[CH:43][C:44]([O:47][CH2:48][CH3:49])=[CH:45][CH:46]=4)[CH:34]=3)([O:12][CH2:11]1)[C@H:14]([O:24][CH2:25][C:26]1[CH:31]=[CH:30][CH:29]=[CH:28][CH:27]=1)[C@@H:15]([O:16][CH2:17][C:18]1[CH:19]=[CH:20][CH:21]=[CH:22][CH:23]=1)[CH:9]2[O:8][CH2:1][C:2]1[CH:7]=[CH:6][CH:5]=[CH:4][CH:3]=1)[CH3:51])[O:56][CH:57]([CH3:59])[CH3:58]. (3) Given the reactants [C:1]12[C:7](=[CH:8][CH:9]=[CH:10][CH:11]=1)[NH:6][C:5](=[O:12])[O:4][C:2]2=O.[CH2:13]([CH2:21][CH2:22][C:23]([OH:25])=[O:24])[CH2:14][CH2:15][CH:16]([NH2:20])C(O)=O.C(N(CC)CC)C.C(O)(=O)C, predict the reaction product. The product is: [O:12]=[C:5]1[NH:6][C:7]2[CH:8]=[CH:9][CH:10]=[CH:11][C:1]=2[C:2](=[O:4])[NH:20][CH:16]1[CH2:15][CH2:14][CH2:13][CH2:21][CH2:22][C:23]([OH:25])=[O:24]. (4) Given the reactants [Cl:1][C:2]1[CH:10]=[C:9]2[C:5]([CH:6]=[C:7]([CH2:11][OH:12])[NH:8]2)=[CH:4][CH:3]=1, predict the reaction product. The product is: [Cl:1][C:2]1[CH:10]=[C:9]2[C:5]([CH:6]=[C:7]([CH:11]=[O:12])[NH:8]2)=[CH:4][CH:3]=1. (5) The product is: [CH3:1][O:2][C:3]1[CH:8]=[CH:7][C:6]([C:9]2[CH:10]=[CH:11][C:12]([C:19](=[O:21])[CH3:20])=[CH:13][CH:14]=2)=[CH:5][CH:4]=1. Given the reactants [CH3:1][O:2][C:3]1[CH:8]=[CH:7][C:6]([C:9]2[CH:14]=[CH:13][CH:12]=[CH:11][CH:10]=2)=[CH:5][CH:4]=1.[Al+3].[Cl-].[Cl-].[Cl-].[C:19](Cl)(=[O:21])[CH3:20].Cl, predict the reaction product. (6) Given the reactants [C:1](OC(=O)C)(=[O:3])[CH3:2].[CH3:8][C:9]1[C@@H:26]([OH:27])[CH2:25][C@:21]2([OH:28])[C:22]([CH3:24])([CH3:23])[C:10]=1[C@@H:11]([OH:46])[C:12]([C@@:14]1([CH3:45])[C@H:19]([C@@H:20]2[O:29][C:30]([C:32]2[CH:33]=[CH:34][CH:35]=[CH:36][CH:37]=2)=[O:31])[C@:18]2([O:40][C:41]([CH3:43])=[O:42])[CH2:38][O:39][C@@H:17]2[CH2:16][C@@H:15]1[OH:44])=[O:13], predict the reaction product. The product is: [CH3:8][C:9]1[C@@H:26]([OH:27])[CH2:25][C@:21]2([OH:28])[C:22]([CH3:23])([CH3:24])[C:10]=1[C@@H:11]([O:46][C:1]([CH3:2])=[O:3])[C:12]([C@@:14]1([CH3:45])[C@H:19]([C@@H:20]2[O:29][C:30]([C:32]2[CH:37]=[CH:36][CH:35]=[CH:34][CH:33]=2)=[O:31])[C@:18]2([O:40][C:41]([CH3:43])=[O:42])[CH2:38][O:39][C@@H:17]2[CH2:16][C@@H:15]1[OH:44])=[O:13]. (7) Given the reactants C[O:2][C:3](=[O:18])[CH:4]([CH2:9][C:10]([C:12]1[CH:17]=[CH:16][CH:15]=[CH:14][CH:13]=1)=[CH2:11])[C:5]([O:7]C)=[O:6].[OH-].[K+], predict the reaction product. The product is: [C:12]1([C:10](=[CH2:11])[CH2:9][CH:4]([C:5]([OH:7])=[O:6])[C:3]([OH:18])=[O:2])[CH:13]=[CH:14][CH:15]=[CH:16][CH:17]=1. (8) Given the reactants [F:1][C:2]1[N:3]([CH2:15][CH2:16][NH:17][C:18](=O)OC(C)(C)C)[CH:4]=[C:5]([C:13]#[N:14])[C:6]=1[C:7]1[CH:12]=[CH:11][CH:10]=[CH:9][CH:8]=1.Cl.C=O.N, predict the reaction product. The product is: [F:1][C:2]1[N:3]2[CH2:15][CH2:16][NH:17][CH2:18][C:4]2=[C:5]([C:13]#[N:14])[C:6]=1[C:7]1[CH:8]=[CH:9][CH:10]=[CH:11][CH:12]=1. (9) Given the reactants [F:1][C:2]1[CH:3]=[C:4]([C:10]2[C:11]([C:17]3[CH:22]=[CH:21][C:20]([O:23][CH3:24])=[CH:19][CH:18]=3)=[CH:12][C:13](=[O:16])[NH:14][N:15]=2)[CH:5]=[CH:6][C:7]=1[O:8][CH3:9].[CH2:25](Br)[CH:26]([CH3:28])[CH3:27], predict the reaction product. The product is: [F:1][C:2]1[CH:3]=[C:4]([C:10]2[C:11]([C:17]3[CH:18]=[CH:19][C:20]([O:23][CH3:24])=[CH:21][CH:22]=3)=[CH:12][C:13](=[O:16])[N:14]([CH2:25][CH:26]([CH3:28])[CH3:27])[N:15]=2)[CH:5]=[CH:6][C:7]=1[O:8][CH3:9].